From a dataset of Catalyst prediction with 721,799 reactions and 888 catalyst types from USPTO. Predict which catalyst facilitates the given reaction. (1) Reactant: [CH2:1]([C:3]1[S:28][C:6]2[N:7]([CH2:13][C:14]3[CH:19]=[CH:18][C:17]([C:20]4[C:21]([C:26]#[N:27])=[CH:22][CH:23]=[CH:24][CH:25]=4)=[CH:16][CH:15]=3)[C:8](=[O:12])[NH:9][C:10](=[O:11])[C:5]=2[CH:4]=1)[CH3:2].Br.Br[CH2:31][C:32]([C:34]1[CH:39]=[CH:38][N:37]=[CH:36][CH:35]=1)=[O:33].CN(C)C=O.[H-].[Na+]. Product: [CH2:1]([C:3]1[S:28][C:6]2[N:7]([CH2:13][C:14]3[CH:19]=[CH:18][C:17]([C:20]4[C:21]([C:26]#[N:27])=[CH:22][CH:23]=[CH:24][CH:25]=4)=[CH:16][CH:15]=3)[C:8](=[O:12])[N:9]([CH2:31][C:32](=[O:33])[C:34]3[CH:39]=[CH:38][N:37]=[CH:36][CH:35]=3)[C:10](=[O:11])[C:5]=2[CH:4]=1)[CH3:2]. The catalyst class is: 69. (2) Reactant: [NH:1]1[CH2:6][CH2:5][CH:4]([NH:7][C:8]([NH:10][C:11]2[CH:16]=[CH:15][CH:14]=[C:13]([C:17]([F:20])([F:19])[F:18])[CH:12]=2)=[O:9])[CH2:3][CH2:2]1.C(N(CC)CC)C.[C:28]1([S:34](Cl)(=[O:36])=[O:35])[CH:33]=[CH:32][CH:31]=[CH:30][CH:29]=1.O. Product: [C:28]1([S:34]([N:1]2[CH2:6][CH2:5][CH:4]([NH:7][C:8]([NH:10][C:11]3[CH:16]=[CH:15][CH:14]=[C:13]([C:17]([F:18])([F:19])[F:20])[CH:12]=3)=[O:9])[CH2:3][CH2:2]2)(=[O:36])=[O:35])[CH:33]=[CH:32][CH:31]=[CH:30][CH:29]=1. The catalyst class is: 4. (3) Reactant: [Cl:1][C:2]1[C:7]([Cl:8])=[CH:6][C:5]([S:9]([NH2:12])(=[O:11])=[O:10])=[C:4](F)[CH:3]=1.[CH:14]1([NH2:17])[CH2:16][CH2:15]1. Product: [Cl:1][C:2]1[C:7]([Cl:8])=[CH:6][C:5]([S:9]([NH2:12])(=[O:11])=[O:10])=[C:4]([NH:17][CH:14]2[CH2:16][CH2:15]2)[CH:3]=1. The catalyst class is: 12. (4) Reactant: [NH2:1][C:2]1[N:7]=[C:6](Cl)[CH:5]=[CH:4][N:3]=1.[CH3:9][O:10][C:11]1[CH:12]=[C:13]([CH:27]=[CH:28][CH:29]=1)[CH2:14][NH:15][C:16]([C:18]1[C:19]2[CH2:20][CH2:21][NH:22][C:23]=2[CH:24]=[CH:25][CH:26]=1)=[O:17]. Product: [NH2:1][C:2]1[N:7]=[C:6]([N:22]2[C:23]3[CH:24]=[CH:25][CH:26]=[C:18]([C:16]([NH:15][CH2:14][C:13]4[CH:27]=[CH:28][CH:29]=[C:11]([O:10][CH3:9])[CH:12]=4)=[O:17])[C:19]=3[CH2:20][CH2:21]2)[CH:5]=[CH:4][N:3]=1. The catalyst class is: 14. (5) Reactant: [Br:1][C:2]1[C:7]([NH2:8])=[CH:6][C:5]([Cl:9])=[CH:4][N:3]=1.[CH3:10][C:11]1[CH:12]=[C:13]([S:18](Cl)(=[O:20])=[O:19])[CH:14]=[CH:15][C:16]=1[Cl:17]. Product: [Br:1][C:2]1[C:7]([NH:8][S:18]([C:13]2[CH:14]=[CH:15][C:16]([Cl:17])=[C:11]([CH3:10])[CH:12]=2)(=[O:19])=[O:20])=[CH:6][C:5]([Cl:9])=[CH:4][N:3]=1. The catalyst class is: 17. (6) Reactant: [CH2:1]([C:4]1[C:13]([OH:14])=[C:12]([O:15][CH3:16])[CH:11]=[C:10]2[C:5]=1[C:6]([NH:17][C:18]1[CH:23]=[CH:22][CH:21]=[C:20]([Br:24])[CH:19]=1)=[N:7][CH:8]=[N:9]2)[CH:2]=[CH2:3].[C:25]([O-])([O-])=O.[K+].[K+].CI. Product: [CH2:1]([C:4]1[C:13]([O:14][CH3:25])=[C:12]([O:15][CH3:16])[CH:11]=[C:10]2[C:5]=1[C:6]([NH:17][C:18]1[CH:23]=[CH:22][CH:21]=[C:20]([Br:24])[CH:19]=1)=[N:7][CH:8]=[N:9]2)[CH:2]=[CH2:3]. The catalyst class is: 21. (7) Reactant: [CH2:1]1[C:9]2[C:4](=[CH:5][CH:6]=[CH:7][CH:8]=2)[CH2:3][CH:2]1[NH2:10].N1C=CC=CC=1.[F:17][C:18]1[CH:26]=[CH:25][C:21]([C:22](Cl)=[O:23])=[CH:20][CH:19]=1.O. Product: [F:17][C:18]1[CH:26]=[CH:25][C:21]([C:22]([NH:10][CH:2]2[CH2:3][C:4]3[C:9](=[CH:8][CH:7]=[CH:6][CH:5]=3)[CH2:1]2)=[O:23])=[CH:20][CH:19]=1. The catalyst class is: 96.